Dataset: Forward reaction prediction with 1.9M reactions from USPTO patents (1976-2016). Task: Predict the product of the given reaction. Given the reactants [Cl:1][C:2]1[C:14]([Cl:15])=[CH:13][C:12]([Cl:16])=[CH:11][C:3]=1[C:4]([NH:6][CH2:7][CH:8]=[N:9][OH:10])=[O:5].CN(C1C=CC(N=NC2C=CC(S(O)(=O)=O)=CC=2)=CC=1)C.[CH3:38][OH:39].Cl.C([BH3-])#N.[Na+], predict the reaction product. The product is: [Cl:1][C:2]1[C:14]([Cl:15])=[CH:13][C:12]([Cl:16])=[CH:11][C:3]=1[C:4]([NH:6][CH2:7][CH2:8][N:9]([CH:38]=[O:39])[OH:10])=[O:5].